This data is from Forward reaction prediction with 1.9M reactions from USPTO patents (1976-2016). The task is: Predict the product of the given reaction. (1) Given the reactants C([CH:8]([CH:10]1[CH2:14][C:13]2[CH:15]=[CH:16][CH:17]=[C:18]([C:19]3[C:24]([Cl:25])=[CH:23][C:22]([Cl:26])=[CH:21][C:20]=3[Cl:27])[C:12]=2[O:11]1)[NH2:9])C1C=CC=CC=1.C(N(C(C)C)CC)(C)C.Cl[C:38]([O:40][CH2:41][C:42]1[CH:47]=[CH:46][CH:45]=[CH:44][CH:43]=1)=[O:39], predict the reaction product. The product is: [Cl:27][C:20]1[CH:21]=[C:22]([Cl:26])[CH:23]=[C:24]([Cl:25])[C:19]=1[C:18]1[C:12]2[O:11][CH:10]([CH2:8][NH:9][C:38](=[O:39])[O:40][CH2:41][C:42]3[CH:47]=[CH:46][CH:45]=[CH:44][CH:43]=3)[CH2:14][C:13]=2[CH:15]=[CH:16][CH:17]=1. (2) Given the reactants [CH2:1]([O:5][C:6]([N:8]1[CH2:13][CH2:12][N:11]([C:14](=[O:50])[C@@H:15]([NH:20][C:21]([C:23]2[CH:27]=[C:26]([O:28][CH2:29][C:30]([N:32]3[CH2:36][CH2:35][CH2:34][C@H:33]3[C:37](=[O:43])[NH:38][CH:39]3[CH2:42][CH2:41][CH2:40]3)=[O:31])[N:25]([C:44]3[CH:49]=[CH:48][CH:47]=[CH:46][CH:45]=3)[N:24]=2)=[O:22])[CH2:16][CH2:17][CH2:18][OH:19])[CH2:10][CH2:9]1)=[O:7])[CH2:2][CH2:3][CH3:4].N1C=CC=CC=1.[C:57](OC(=O)C)(=[O:59])[CH3:58], predict the reaction product. The product is: [CH2:1]([O:5][C:6]([N:8]1[CH2:13][CH2:12][N:11]([C:14](=[O:50])[C@@H:15]([NH:20][C:21]([C:23]2[CH:27]=[C:26]([O:28][CH2:29][C:30]([N:32]3[CH2:36][CH2:35][CH2:34][C@H:33]3[C:37](=[O:43])[NH:38][CH:39]3[CH2:42][CH2:41][CH2:40]3)=[O:31])[N:25]([C:44]3[CH:49]=[CH:48][CH:47]=[CH:46][CH:45]=3)[N:24]=2)=[O:22])[CH2:16][CH2:17][CH2:18][O:19][C:57](=[O:59])[CH3:58])[CH2:10][CH2:9]1)=[O:7])[CH2:2][CH2:3][CH3:4]. (3) Given the reactants [CH:1]1[C:11]2[C:10]3=[CH:12][C:13]4[CH:14]=[CH:15][C:16]([C:19]([NH2:21])=[O:20])=[CH:17][C:18]=4[N:9]3[CH2:8][C:7]([C:22]([NH2:24])=[O:23])=[CH:6][C:5]=2[CH:4]=[CH:3][CH:2]=1, predict the reaction product. The product is: [CH:1]1[C:11]2[C:10]3=[CH:12][C:13]4[CH:14]=[CH:15][C:16]([C:19]([NH2:21])=[O:20])=[CH:17][C:18]=4[N:9]3[CH:8]=[C:7]([C:22]([NH2:24])=[O:23])[CH2:6][C:5]=2[CH:4]=[CH:3][CH:2]=1. (4) Given the reactants [F:1][C:2]([F:15])([F:14])[S:3]([O:6]S(C(F)(F)F)(=O)=O)(=[O:5])=[O:4].[CH2:16]([O:18][C:19](=[O:45])[CH:20]([NH:29][C:30]([C:32]1([NH:37][C:38]([O:40][C:41]([CH3:44])([CH3:43])[CH3:42])=[O:39])[CH2:36][CH2:35][CH2:34][CH2:33]1)=[O:31])[CH2:21][C:22]1[CH:27]=[CH:26][C:25](O)=[CH:24][CH:23]=1)[CH3:17].N1C=CC=CC=1, predict the reaction product. The product is: [CH2:16]([O:18][C:19](=[O:45])[CH:20]([NH:29][C:30]([C:32]1([NH:37][C:38]([O:40][C:41]([CH3:44])([CH3:43])[CH3:42])=[O:39])[CH2:36][CH2:35][CH2:34][CH2:33]1)=[O:31])[CH2:21][C:22]1[CH:27]=[CH:26][C:25]([O:6][S:3]([C:2]([F:15])([F:14])[F:1])(=[O:5])=[O:4])=[CH:24][CH:23]=1)[CH3:17]. (5) Given the reactants [CH2:1]([O:4][N:5]=[C:6]1[CH2:10][N:9]([C:11]([O:13]C(C)(C)C)=O)[C@H:8]([C:18]([OH:20])=O)[CH2:7]1)[CH:2]=[CH2:3].[C:21]([N:29]=C=O)(=[O:28])[C:22]1[CH:27]=[CH:26][CH:25]=[CH:24][CH:23]=1.[NH:32]1[CH2:37][CH2:36][O:35][CH2:34][CH2:33]1, predict the reaction product. The product is: [CH2:1]([O:4][N:5]=[C:6]1[CH2:10][N:9]([C:11]([NH:29][C:21](=[O:28])[C:22]2[CH:23]=[CH:24][CH:25]=[CH:26][CH:27]=2)=[O:13])[C@H:8]([C:18]([N:32]2[CH2:37][CH2:36][O:35][CH2:34][CH2:33]2)=[O:20])[CH2:7]1)[CH:2]=[CH2:3]. (6) Given the reactants [CH2:1]([O:3][C:4](=[O:17])[C:5]([O:8][C:9]1[CH:14]=[CH:13][C:12]([OH:15])=[CH:11][C:10]=1[CH3:16])([CH3:7])[CH3:6])[CH3:2].Cl[CH2:19][C:20]1[C:21]([CH3:37])=[N:22][C:23]([C:26]2[CH:31]=[CH:30][C:29]([O:32][C:33]([F:36])([F:35])[F:34])=[CH:28][CH:27]=2)=[CH:24][CH:25]=1.C([O-])([O-])=O.[Cs+].[Cs+], predict the reaction product. The product is: [CH2:1]([O:3][C:4](=[O:17])[C:5]([CH3:6])([O:8][C:9]1[CH:14]=[CH:13][C:12]([O:15][CH2:19][C:20]2[C:21]([CH3:37])=[N:22][C:23]([C:26]3[CH:31]=[CH:30][C:29]([O:32][C:33]([F:36])([F:34])[F:35])=[CH:28][CH:27]=3)=[CH:24][CH:25]=2)=[CH:11][C:10]=1[CH3:16])[CH3:7])[CH3:2].